Task: Predict which catalyst facilitates the given reaction.. Dataset: Catalyst prediction with 721,799 reactions and 888 catalyst types from USPTO (1) Reactant: O[CH2:2][CH2:3][N:4]1[CH2:8][CH2:7][C@H:6]([NH:9][C:10](=[O:16])[O:11][C:12]([CH3:15])([CH3:14])[CH3:13])[CH2:5]1.N1C=CC=CC=1.O=S(Cl)[Cl:25].C([O-])(O)=O.[Na+]. Product: [Cl:25][CH2:2][CH2:3][N:4]1[CH2:8][CH2:7][C@H:6]([NH:9][C:10](=[O:16])[O:11][C:12]([CH3:15])([CH3:14])[CH3:13])[CH2:5]1. The catalyst class is: 34. (2) Reactant: CC([Si](C1C=CC=CC=1)(C1C=CC=CC=1)[O:6][CH2:7][C@@H:8]1[CH2:14][C@@H:13]2[C@@H:11]([CH2:12]2)[CH2:10][N:9]1[S:15]([C:18]1[CH:23]=[CH:22][C:21]([CH3:24])=[CH:20][CH:19]=1)(=[O:17])=[O:16])(C)C.N1C=CC=CC=1.F. Product: [CH3:24][C:21]1[CH:20]=[CH:19][C:18]([S:15]([N:9]2[C@H:8]([CH2:7][OH:6])[CH2:14][C@@H:13]3[C@@H:11]([CH2:12]3)[CH2:10]2)(=[O:17])=[O:16])=[CH:23][CH:22]=1. The catalyst class is: 17. (3) Reactant: [C:1]([O:5][C:6](=[O:24])[NH:7][C@H:8]([C:17]1[CH:22]=[CH:21][C:20]([OH:23])=[CH:19][CH:18]=1)[CH2:9][N:10]1[CH2:15][CH2:14][N:13]([CH3:16])[CH2:12][CH2:11]1)([CH3:4])([CH3:3])[CH3:2].C([O-])([O-])=O.[K+].[K+].[Br-]. Product: [C:1]([O:5][C:6](=[O:24])[NH:7][C@H:8]([C:17]1[CH:18]=[CH:19][C:20]([O:23][CH2:8][CH:17]([CH3:22])[CH2:18][CH2:19][CH3:20])=[CH:21][CH:22]=1)[CH2:9][N:10]1[CH2:11][CH2:12][N:13]([CH3:16])[CH2:14][CH2:15]1)([CH3:4])([CH3:2])[CH3:3]. The catalyst class is: 31. (4) Reactant: [OH:1][CH:2]1[CH2:7][CH2:6][NH:5][CH2:4][CH2:3]1.[C:8](O[C:8]([O:10][C:11]([CH3:14])([CH3:13])[CH3:12])=[O:9])([O:10][C:11]([CH3:14])([CH3:13])[CH3:12])=[O:9]. Product: [C:11]([O:10][C:8]([N:5]1[CH2:6][CH2:7][CH:2]([OH:1])[CH2:3][CH2:4]1)=[O:9])([CH3:14])([CH3:13])[CH3:12]. The catalyst class is: 158.